Dataset: Catalyst prediction with 721,799 reactions and 888 catalyst types from USPTO. Task: Predict which catalyst facilitates the given reaction. (1) Reactant: O.Cl.[NH:3]1[CH2:8][CH2:7][C:6](=[O:9])[CH2:5][CH2:4]1.C(N(CC)CC)C.[F:17][C:18]([F:29])([F:28])[C:19]1[CH:27]=[CH:26][C:22]([C:23](Cl)=[O:24])=[CH:21][CH:20]=1.C(=O)([O-])O.[Na+]. Product: [F:17][C:18]([F:28])([F:29])[C:19]1[CH:27]=[CH:26][C:22]([C:23]([N:3]2[CH2:8][CH2:7][C:6](=[O:9])[CH2:5][CH2:4]2)=[O:24])=[CH:21][CH:20]=1. The catalyst class is: 4. (2) Reactant: [F:1][C:2]1[CH:8]=[CH:7][C:5]([NH2:6])=[CH:4][C:3]=1[N+:9]([O-:11])=[O:10].[CH2:12]([O:14][C:15](=[O:26])[C:16](=[CH:22]OCC)[C:17]([O:19][CH2:20][CH3:21])=[O:18])[CH3:13]. Product: [CH2:12]([O:14][C:15](=[O:26])[C:16](=[CH:22][NH:6][C:5]1[CH:7]=[CH:8][C:2]([F:1])=[C:3]([N+:9]([O-:11])=[O:10])[CH:4]=1)[C:17]([O:19][CH2:20][CH3:21])=[O:18])[CH3:13]. The catalyst class is: 81. (3) Reactant: [F:1][CH2:2][C@H:3]1[CH2:8][CH2:7][C@H:6]([NH:9][C:10]2[C:15]([N+:16]([O-])=O)=[CH:14][N:13]=[C:12]3[CH:19]=[CH:20][S:21][C:11]=23)[CH2:5][CH2:4]1. Product: [F:1][CH2:2][C@H:3]1[CH2:4][CH2:5][C@H:6]([NH:9][C:10]2[C:15]([NH2:16])=[CH:14][N:13]=[C:12]3[CH:19]=[CH:20][S:21][C:11]=23)[CH2:7][CH2:8]1. The catalyst class is: 43. (4) Reactant: CC#N.C[O:5][C:6](=[O:21])[C:7]1[CH:12]=[C:11]([O:13][CH2:14][CH2:15][CH2:16][O:17][CH3:18])[CH:10]=[C:9]([O:19][CH3:20])[CH:8]=1.[OH-].[Na+]. Product: [CH3:20][O:19][C:9]1[CH:8]=[C:7]([CH:12]=[C:11]([O:13][CH2:14][CH2:15][CH2:16][O:17][CH3:18])[CH:10]=1)[C:6]([OH:21])=[O:5]. The catalyst class is: 5. (5) Reactant: [CH3:1][N:2]1[C:11](=[O:12])[C:10]2[N:9]([CH2:13][CH:14](OS(C)(=O)=O)[CH2:15][CH3:16])[C:8]([Cl:22])=[N:7][C:6]=2[N:5]([CH3:23])[C:3]1=[O:4].N12CCCN=C1CCCCC2. Product: [CH3:1][N:2]1[C:11](=[O:12])[C:10]2[N:9](/[CH:13]=[CH:14]/[CH2:15][CH3:16])[C:8]([Cl:22])=[N:7][C:6]=2[N:5]([CH3:23])[C:3]1=[O:4]. The catalyst class is: 12.